This data is from NCI-60 drug combinations with 297,098 pairs across 59 cell lines. The task is: Regression. Given two drug SMILES strings and cell line genomic features, predict the synergy score measuring deviation from expected non-interaction effect. Drug 1: C1=C(C(=O)NC(=O)N1)F. Drug 2: C1C(C(OC1N2C=C(C(=O)NC2=O)F)CO)O. Cell line: KM12. Synergy scores: CSS=23.7, Synergy_ZIP=-21.4, Synergy_Bliss=-39.4, Synergy_Loewe=-24.4, Synergy_HSA=-25.1.